This data is from Full USPTO retrosynthesis dataset with 1.9M reactions from patents (1976-2016). The task is: Predict the reactants needed to synthesize the given product. (1) Given the product [C:15]([O:7][C:6](=[O:8])[C:5]1[CH:9]=[CH:10][C:2]([F:1])=[CH:3][C:4]=1[N+:11]([O-:13])=[O:12])([CH3:17])([CH3:16])[CH3:14], predict the reactants needed to synthesize it. The reactants are: [F:1][C:2]1[CH:10]=[CH:9][C:5]([C:6]([OH:8])=[O:7])=[C:4]([N+:11]([O-:13])=[O:12])[CH:3]=1.[CH3:14][C:15](OC(OC(O[C:15]([CH3:17])([CH3:16])[CH3:14])=O)=O)([CH3:17])[CH3:16]. (2) Given the product [CH:7]([C:10]1[CH:11]=[CH:12][C:13]([CH:16]2[C:20]3[C:21]([CH3:37])=[C:22]([O:27][CH2:28][C:29]4[CH:30]=[CH:31][C:32]([S:35]([CH3:36])=[O:43])=[CH:33][CH:34]=4)[C:23]([CH3:26])=[C:24]([CH3:25])[C:19]=3[O:18][C:17]2([CH3:39])[CH3:38])=[CH:14][CH:15]=1)([CH3:9])[CH3:8], predict the reactants needed to synthesize it. The reactants are: I([O-])(=O)(=O)=O.[Na+].[CH:7]([C:10]1[CH:15]=[CH:14][C:13]([CH:16]2[C:20]3[C:21]([CH3:37])=[C:22]([O:27][CH2:28][C:29]4[CH:34]=[CH:33][C:32]([S:35][CH3:36])=[CH:31][CH:30]=4)[C:23]([CH3:26])=[C:24]([CH3:25])[C:19]=3[O:18][C:17]2([CH3:39])[CH3:38])=[CH:12][CH:11]=1)([CH3:9])[CH3:8].O.C(OCC)(=[O:43])C. (3) Given the product [CH3:39][NH:38][C:37](=[O:40])[C:33]1[CH:34]=[CH:35][CH:36]=[C:31]([C:28]2[CH:29]=[CH:30][C:25]([O:24][C@@H:6]3[C@:5]([OH:4])([CH2:42][N:43]4[CH:50]=[C:48]([CH2:47][OH:46])[N:45]=[N:44]4)[C@@H:10]([OH:11])[C@H:9]([OH:15])[C@@H:8]([CH2:19][OH:20])[O:7]3)=[C:26]([CH3:41])[CH:27]=2)[CH:32]=1, predict the reactants needed to synthesize it. The reactants are: C([O:4][C@@:5]1([CH2:42][N:43]=[N+:44]=[N-:45])[C@@H:10]([O:11]C(=O)C)[C@H:9]([O:15]C(=O)C)[C@@H:8]([CH2:19][O:20]C(=O)C)[O:7][C@@H:6]1[O:24][C:25]1[CH:30]=[CH:29][C:28]([C:31]2[CH:36]=[CH:35][CH:34]=[C:33]([C:37](=[O:40])[NH:38][CH3:39])[CH:32]=2)=[CH:27][C:26]=1[CH3:41])(=O)C.[O:46]=[C:47]1O[C@H]([C@H](CO)O)[C:50]([O-])=[C:48]1O.[Na+].C(O)C#C. (4) Given the product [NH2:15][CH2:14][C@@H:13]([OH:26])[CH2:12][N:9]1[CH2:10][CH2:11][CH:6]([O:5][C:4]2[CH:27]=[CH:28][C:29]([Cl:30])=[C:2]([Cl:1])[CH:3]=2)[CH2:7][CH2:8]1, predict the reactants needed to synthesize it. The reactants are: [Cl:1][C:2]1[CH:3]=[C:4]([CH:27]=[CH:28][C:29]=1[Cl:30])[O:5][CH:6]1[CH2:11][CH2:10][N:9]([CH2:12][C@H:13]([OH:26])[CH2:14][N:15]2C(=O)C3C(=CC=CC=3)C2=O)[CH2:8][CH2:7]1.O.NN. (5) Given the product [CH3:37][C:38]1[CH:46]=[C:45]([CH3:47])[CH:44]=[CH:43][C:39]=1[C:40]([O:1][CH2:2][C:3]1[CH:4]=[CH:5][C:6]([CH:9]([CH2:10][N:11]([C:12]([O:13][C:14]([CH3:15])([CH3:17])[CH3:16])=[O:18])[CH3:19])[C:20]([NH:22][C:23]2[CH:24]=[C:25]3[C:30](=[CH:31][CH:32]=2)[CH:29]=[N:28][CH:27]=[CH:26]3)=[O:21])=[CH:7][CH:8]=1)=[O:41], predict the reactants needed to synthesize it. The reactants are: [OH:1][CH2:2][C:3]1[CH:8]=[CH:7][C:6]([CH:9]([C:20]([NH:22][C:23]2[CH:24]=[C:25]3[C:30](=[CH:31][CH:32]=2)[CH:29]=[N:28][CH:27]=[CH:26]3)=[O:21])[CH2:10][N:11]([CH3:19])[C:12](=[O:18])[O:13][C:14]([CH3:17])([CH3:16])[CH3:15])=[CH:5][CH:4]=1.C(Cl)CCl.[CH3:37][C:38]1[CH:46]=[C:45]([CH3:47])[CH:44]=[CH:43][C:39]=1[C:40](O)=[O:41]. (6) Given the product [CH3:15][O:14][C:3]1[CH:4]=[C:5]([C:6]([O:8][CH3:9])=[O:7])[CH:10]=[C:11]([O:12][CH3:13])[C:2]=1[C:16]1[CH:21]=[CH:20][CH:19]=[CH:18][CH:17]=1, predict the reactants needed to synthesize it. The reactants are: Br[C:2]1[C:11]([O:12][CH3:13])=[CH:10][C:5]([C:6]([O:8][CH3:9])=[O:7])=[CH:4][C:3]=1[O:14][CH3:15].[C:16]1(B(O)O)[CH:21]=[CH:20][CH:19]=[CH:18][CH:17]=1.[O-]P([O-])([O-])=O.[K+].[K+].[K+]. (7) Given the product [Br:1][C:2]1[CH:3]=[CH:4][C:5]2[N:6]([C:8]([C:16]3[CH:15]=[CH:14][C:13]([F:12])=[CH:18][C:17]=3[F:19])=[CH:9][N:10]=2)[CH:7]=1, predict the reactants needed to synthesize it. The reactants are: [Br:1][C:2]1[CH:3]=[CH:4][C:5]2[N:6]([C:8](I)=[CH:9][N:10]=2)[CH:7]=1.[F:12][C:13]1[CH:18]=[C:17]([F:19])[CH:16]=[CH:15][C:14]=1B(O)O. (8) Given the product [NH2:50][C:45]1[CH:44]=[C:43]([Br:42])[CH:48]=[CH:47][C:46]=1[NH:49][C:15]([C@@H:9]1[CH2:10][C:11]([F:13])([F:14])[CH2:12][N:8]1[C:6]([O:5][C:1]([CH3:2])([CH3:3])[CH3:4])=[O:7])=[O:17], predict the reactants needed to synthesize it. The reactants are: [C:1]([O:5][C:6]([N:8]1[CH2:12][C:11]([F:14])([F:13])[CH2:10][C@H:9]1[C:15]([OH:17])=O)=[O:7])([CH3:4])([CH3:3])[CH3:2].CN(C(ON1N=NC2C=CC=NC1=2)=[N+](C)C)C.F[P-](F)(F)(F)(F)F.[Br:42][C:43]1[CH:44]=[C:45]([NH2:50])[C:46]([NH2:49])=[CH:47][CH:48]=1.CCN(C(C)C)C(C)C. (9) Given the product [Cl:24][C:25]1[CH:30]=[CH:29][C:28]([CH:31]2[CH2:32][CH2:33][N:34]([C:2]3[C:11]([C:12]4[CH:17]=[CH:16][C:15]([F:18])=[CH:14][CH:13]=4)=[N:10][C:9]4[C:4](=[CH:5][CH:6]=[C:7]([C:19]([O:21][CH3:22])=[O:20])[CH:8]=4)[N:3]=3)[CH2:35][CH2:36]2)=[CH:27][CH:26]=1, predict the reactants needed to synthesize it. The reactants are: Cl[C:2]1[C:11]([C:12]2[CH:17]=[CH:16][C:15]([F:18])=[CH:14][CH:13]=2)=[N:10][C:9]2[C:4](=[CH:5][CH:6]=[C:7]([C:19]([O:21][CH3:22])=[O:20])[CH:8]=2)[N:3]=1.Cl.[Cl:24][C:25]1[CH:30]=[CH:29][C:28]([CH:31]2[CH2:36][CH2:35][NH:34][CH2:33][CH2:32]2)=[CH:27][CH:26]=1.C(=O)([O-])[O-].[K+].[K+]. (10) Given the product [F:10][C:11]1[CH:16]=[CH:15][C:14]([C:17]2[C:18](=[O:34])[N:19]([CH3:33])[N:20]([CH3:32])[C:21]=2[C:22]2[CH:27]=[CH:26][N:25]=[C:24]([O:7][C:1]3[CH:6]=[CH:5][CH:4]=[CH:3][CH:2]=3)[N:23]=2)=[CH:13][CH:12]=1, predict the reactants needed to synthesize it. The reactants are: [C:1]1([OH:7])[CH:6]=[CH:5][CH:4]=[CH:3][CH:2]=1.[H-].[Na+].[F:10][C:11]1[CH:16]=[CH:15][C:14]([C:17]2[C:18](=[O:34])[N:19]([CH3:33])[N:20]([CH3:32])[C:21]=2[C:22]2[CH:27]=[CH:26][N:25]=[C:24](S(C)(=O)=O)[N:23]=2)=[CH:13][CH:12]=1.